This data is from Full USPTO retrosynthesis dataset with 1.9M reactions from patents (1976-2016). The task is: Predict the reactants needed to synthesize the given product. (1) Given the product [CH:8]12[CH2:14][CH:11]([CH:12]=[CH:13]1)[CH2:10][CH:9]2[C:15]([OH:17])=[O:16].[CH:1]12[CH2:7][CH:4]([CH2:5][CH2:6]1)[CH:3]=[CH:2]2.[C:21]1(=[O:22])[O:23][C:18](=[O:24])[CH:19]=[CH:20]1, predict the reactants needed to synthesize it. The reactants are: [CH:1]12[CH2:7][CH:4]([CH2:5][CH2:6]1)[CH:3]=[CH:2]2.[CH:8]12[CH2:14][CH:11]([CH:12]=[CH:13]1)[CH2:10][CH:9]2[C:15]([OH:17])=[O:16].[C:18]1(=[O:24])[O:23][C:21](=[O:22])[CH:20]=[CH:19]1.CC(N=NC(C#N)(C)C)(C#N)C. (2) Given the product [C:1]([C:5]1[CH:6]=[C:7]([N:8]2[CH2:16][C:17](=[O:18])[NH:19][C:20]2=[O:21])[CH:9]=[C:10]([I:14])[C:11]=1[O:12][CH3:13])([CH3:4])([CH3:2])[CH3:3], predict the reactants needed to synthesize it. The reactants are: [C:1]([C:5]1[CH:6]=[C:7]([CH:9]=[C:10]([I:14])[C:11]=1[O:12][CH3:13])[NH2:8])([CH3:4])([CH3:3])[CH3:2].Cl[CH2:16][C:17]([N:19]=[C:20]=[O:21])=[O:18]. (3) Given the product [Cl:28][C:29]1[CH:34]=[CH:33][C:32]([C:2]2[CH:14]=[CH:13][C:5]([O:6][CH2:7][C:8]([OH:10])=[O:9])=[C:4]([C:15]([C:17]3[CH:18]=[N:19][N:20]([C:22]4[CH:23]=[CH:24][CH:25]=[CH:26][CH:27]=4)[CH:21]=3)=[O:16])[CH:3]=2)=[CH:31][CH:30]=1, predict the reactants needed to synthesize it. The reactants are: Br[C:2]1[CH:14]=[CH:13][C:5]([O:6][CH2:7][C:8]([O:10]CC)=[O:9])=[C:4]([C:15]([C:17]2[CH:18]=[N:19][N:20]([C:22]3[CH:27]=[CH:26][CH:25]=[CH:24][CH:23]=3)[CH:21]=2)=[O:16])[CH:3]=1.[Cl:28][C:29]1[CH:34]=[CH:33][C:32](B(O)O)=[CH:31][CH:30]=1. (4) The reactants are: Cl[C:2]1[C:11]2[C:6](=[CH:7][C:8]([Cl:12])=[CH:9][CH:10]=2)[N:5]=[CH:4][N:3]=1.[CH3:13][O:14][C:15]([CH:17]1[CH2:22][CH2:21][N:20]([C:23]([O:25][C:26]([CH3:29])([CH3:28])[CH3:27])=[O:24])[CH2:19][CH2:18]1)=[O:16].[Li+].C[Si]([N-][Si](C)(C)C)(C)C.C1COCC1. Given the product [CH3:13][O:14][C:15]([C:17]1([C:2]2[C:11]3[C:6](=[CH:7][C:8]([Cl:12])=[CH:9][CH:10]=3)[N:5]=[CH:4][N:3]=2)[CH2:18][CH2:19][N:20]([C:23]([O:25][C:26]([CH3:29])([CH3:28])[CH3:27])=[O:24])[CH2:21][CH2:22]1)=[O:16], predict the reactants needed to synthesize it. (5) Given the product [N:1]1[CH:6]=[CH:5][CH:4]=[CH:3][C:2]=1[C:7]#[C:8][C:9]1[CH:10]=[CH:11][C:12]2[C:13](=[O:24])[N:14]3[CH2:23][CH2:22][N:21]([CH2:28][CH2:27][C:26]([F:31])([F:30])[F:25])[CH2:20][CH2:19][C:15]3=[N:16][C:17]=2[CH:18]=1, predict the reactants needed to synthesize it. The reactants are: [N:1]1[CH:6]=[CH:5][CH:4]=[CH:3][C:2]=1[C:7]#[C:8][C:9]1[CH:10]=[CH:11][C:12]2[C:13](=[O:24])[N:14]3[CH2:23][CH2:22][NH:21][CH2:20][CH2:19][C:15]3=[N:16][C:17]=2[CH:18]=1.[F:25][C:26]([F:31])([F:30])[CH2:27][CH:28]=O.C([BH3-])#N.[Na+].C(O)(=O)C.